Regression. Given a peptide amino acid sequence and an MHC pseudo amino acid sequence, predict their binding affinity value. This is MHC class I binding data. From a dataset of Peptide-MHC class I binding affinity with 185,985 pairs from IEDB/IMGT. The peptide sequence is KIQNFRVYY. The MHC is HLA-B42:01 with pseudo-sequence HLA-B42:01. The binding affinity (normalized) is 0.207.